Predict which catalyst facilitates the given reaction. From a dataset of Catalyst prediction with 721,799 reactions and 888 catalyst types from USPTO. (1) Reactant: [OH:1][C:2]1[N:3]=[C:4]2[CH:16]=[C:15]([CH2:17][CH2:18][C:19]3[S:20][CH:21]=[C:22]([CH:24]([CH3:26])[CH3:25])[N:23]=3)[CH:14]=[CH:13][N:5]2[C:6](=[O:12])[C:7]=1/[CH:8]=[CH:9]/[C:10]#[N:11].CN(C)C=O.C(N(C(C)C)CC)(C)C.I[CH2:42][CH:43]1[CH2:47][CH2:46][O:45][CH2:44]1. Product: [CH:24]([C:22]1[N:23]=[C:19]([CH2:18][CH2:17][C:15]2[CH:14]=[CH:13][N:5]3[C:6](=[O:12])[C:7](/[CH:8]=[CH:9]/[C:10]#[N:11])=[C:2]([O:1][CH2:42][CH:43]4[CH2:47][CH2:46][O:45][CH2:44]4)[N:3]=[C:4]3[CH:16]=2)[S:20][CH:21]=1)([CH3:26])[CH3:25]. The catalyst class is: 408. (2) Reactant: Cl[C:2]1[CH:7]=[CH:6][N:5]2[N:8]=[CH:9][C:10]([C:11]([O:13][CH2:14][CH3:15])=[O:12])=[C:4]2[N:3]=1.[F:16][C:17]1[CH:22]=[CH:21][C:20]([F:23])=[CH:19][C:18]=1[C@H:24]1[CH2:28][CH2:27][CH2:26][NH:25]1.[F-].[K+]. Product: [F:16][C:17]1[CH:22]=[CH:21][C:20]([F:23])=[CH:19][C:18]=1[C@H:24]1[CH2:28][CH2:27][CH2:26][N:25]1[C:2]1[CH:7]=[CH:6][N:5]2[N:8]=[CH:9][C:10]([C:11]([O:13][CH2:14][CH3:15])=[O:12])=[C:4]2[N:3]=1. The catalyst class is: 16. (3) The catalyst class is: 39. Reactant: [H-].[Na+].[Br:3][C:4]1[NH:8][C:7]2[CH:9]=[CH:10][CH:11]=[CH:12][C:6]=2[N:5]=1.Br[CH2:14][CH2:15][O:16][CH3:17]. Product: [Br:3][C:4]1[N:8]([CH2:14][CH2:15][O:16][CH3:17])[C:7]2[CH:9]=[CH:10][CH:11]=[CH:12][C:6]=2[N:5]=1. (4) Reactant: [H-].[H-].[H-].[H-].[Li+].[Al+3].CON(C)[C:10]([C@H:12]1[CH2:17][CH2:16][CH2:15][CH2:14][N:13]1[C:18]([O:20][C:21]([CH3:24])([CH3:23])[CH3:22])=[O:19])=[O:11]. Product: [CH:10]([C@H:12]1[CH2:17][CH2:16][CH2:15][CH2:14][N:13]1[C:18]([O:20][C:21]([CH3:24])([CH3:23])[CH3:22])=[O:19])=[O:11]. The catalyst class is: 28.